Dataset: NCI-60 drug combinations with 297,098 pairs across 59 cell lines. Task: Regression. Given two drug SMILES strings and cell line genomic features, predict the synergy score measuring deviation from expected non-interaction effect. Drug 2: CNC(=O)C1=NC=CC(=C1)OC2=CC=C(C=C2)NC(=O)NC3=CC(=C(C=C3)Cl)C(F)(F)F. Cell line: UACC62. Synergy scores: CSS=35.8, Synergy_ZIP=-2.73, Synergy_Bliss=-1.16, Synergy_Loewe=-16.8, Synergy_HSA=-0.787. Drug 1: C1CC(C1)(C(=O)O)C(=O)O.[NH2-].[NH2-].[Pt+2].